Predict the reactants needed to synthesize the given product. From a dataset of Full USPTO retrosynthesis dataset with 1.9M reactions from patents (1976-2016). (1) Given the product [CH2:2]([O:9][C:10]1[CH:11]=[C:12]2[C:16](=[C:17]([N+:21]([O-:23])=[O:22])[C:18]=1[OH:19])[C:15](=[O:20])[CH2:14][CH2:13]2)[C:3]1[CH:8]=[CH:7][CH:6]=[CH:5][CH:4]=1, predict the reactants needed to synthesize it. The reactants are: O.[CH2:2]([O:9][C:10]1[CH:11]=[C:12]2[C:16](=[CH:17][C:18]=1[OH:19])[C:15](=[O:20])[CH2:14][CH2:13]2)[C:3]1[CH:8]=[CH:7][CH:6]=[CH:5][CH:4]=1.[N+:21]([O-])([OH:23])=[O:22]. (2) Given the product [CH3:15][O:3][C:4]1[CH:5]=[C:6]([CH:9]=[CH:10][C:11]=1[N+:12]([O-:14])=[O:13])[CH:7]=[O:8], predict the reactants needed to synthesize it. The reactants are: CI.[OH:3][C:4]1[CH:5]=[C:6]([CH:9]=[CH:10][C:11]=1[N+:12]([O-:14])=[O:13])[CH:7]=[O:8].[C:15](=O)([O-])[O-].[K+].[K+]. (3) Given the product [NH2:10][CH:5]([CH2:4][CH2:3][CH:2]([CH3:1])[CH2:21][C:22]([CH3:25])([CH3:24])[CH3:23])[C:6]([O:8][CH3:9])=[O:7], predict the reactants needed to synthesize it. The reactants are: [CH3:1][CH:2]([CH2:21][C:22]([CH3:25])([CH3:24])[CH3:23])[CH2:3]/[CH:4]=[C:5](/[NH:10]C(OCC1C=CC=CC=1)=O)\[C:6]([O:8][CH3:9])=[O:7]. (4) Given the product [CH2:25]([N:27]([CH2:35][CH2:36][OH:37])[C:28]1[CH:33]=[CH:32][C:31]([N:34]2[C:17](=[O:18])[C:7]3[CH:6]=[CH:5][C:4]([N+:1]([O-:3])=[O:2])=[C:13]4[C:8]=3[C:9](=[CH:10][CH:11]=[CH:12]4)[C:14]2=[O:16])=[CH:30][CH:29]=1)[CH3:26], predict the reactants needed to synthesize it. The reactants are: [N+:1]([C:4]1[C:13]2[C:8]3=[C:9]([C:14]([O:16][C:17](=[O:18])[C:7]3=[CH:6][CH:5]=1)=O)[CH:10]=[CH:11][CH:12]=2)([O-:3])=[O:2].O.S(O)(O)(=O)=O.[CH2:25]([N:27]([CH2:35][CH2:36][OH:37])[C:28]1[CH:33]=[CH:32][C:31]([NH2:34])=[CH:30][CH:29]=1)[CH3:26].Cl. (5) Given the product [CH2:12]([O:14][C:15](=[O:35])[CH:16]=[C:17]([C:2]1[CH:3]=[C:4]2[C:8](=[CH:9][CH:10]=1)[NH:7][N:6]=[C:5]2[Cl:11])[C:18]1[CH:23]=[CH:22][CH:21]=[CH:20][CH:19]=1)[CH3:13], predict the reactants needed to synthesize it. The reactants are: Br[C:2]1[CH:3]=[C:4]2[C:8](=[CH:9][CH:10]=1)[NH:7][N:6]=[C:5]2[Cl:11].[CH2:12]([O:14][C:15](=[O:35])[CH:16]=[C:17](C1C=CC(OC)=C2C=1C=CN2)[C:18]1[CH:23]=[CH:22][CH:21]=[CH:20][CH:19]=1)[CH3:13]. (6) The reactants are: [C:1]([O:5][C:6]([NH:8][C@@H:9]([CH2:13][C:14]1[CH:19]=[CH:18][C:17]([O:20][CH2:21][CH2:22][C@H:23]([CH:25]2[CH2:30][CH2:29][N:28]([C:31]3[O:35][N:34]=[C:33]([CH:36]([CH3:38])[CH3:37])[N:32]=3)[CH2:27][CH2:26]2)[CH3:24])=[CH:16][C:15]=1[F:39])[C:10]([OH:12])=O)=[O:7])([CH3:4])([CH3:3])[CH3:2].[F:40][C:41]1([F:46])[CH2:45][CH2:44][NH:43][CH2:42]1. Given the product [C:1]([O:5][C:6](=[O:7])[NH:8][C@@H:9]([CH2:13][C:14]1[CH:19]=[CH:18][C:17]([O:20][CH2:21][CH2:22][C@H:23]([CH:25]2[CH2:26][CH2:27][N:28]([C:31]3[O:35][N:34]=[C:33]([CH:36]([CH3:37])[CH3:38])[N:32]=3)[CH2:29][CH2:30]2)[CH3:24])=[CH:16][C:15]=1[F:39])[C:10]([N:43]1[CH2:44][CH2:45][C:41]([F:46])([F:40])[CH2:42]1)=[O:12])([CH3:2])([CH3:3])[CH3:4], predict the reactants needed to synthesize it. (7) Given the product [Cl:19][C:13]1[C:12]2[C:7](=[CH:8][CH:9]=[C:10]([I:20])[CH:11]=2)[N:6]=[C:5]([O:2][CH3:1])[C:14]=1[CH2:15][CH:16]1[CH2:18][CH2:17]1, predict the reactants needed to synthesize it. The reactants are: [CH3:1][O-:2].[Na+].Cl[C:5]1[C:14]([CH2:15][CH:16]2[CH2:18][CH2:17]2)=[C:13]([Cl:19])[C:12]2[C:7](=[CH:8][CH:9]=[C:10]([I:20])[CH:11]=2)[N:6]=1.ClCCl.